This data is from Full USPTO retrosynthesis dataset with 1.9M reactions from patents (1976-2016). The task is: Predict the reactants needed to synthesize the given product. (1) The reactants are: [C:1]([O:5][C:6]([N:8]1[CH2:13][CH2:12][C:11](=O)[CH2:10][CH2:9]1)=[O:7])([CH3:4])([CH3:3])[CH3:2].[Br:15][C:16]1[CH:22]=[CH:21][C:19]([NH2:20])=[CH:18][CH:17]=1. Given the product [C:1]([O:5][C:6]([N:8]1[CH2:13][CH2:12][CH:11]([NH:20][C:19]2[CH:21]=[CH:22][C:16]([Br:15])=[CH:17][CH:18]=2)[CH2:10][CH2:9]1)=[O:7])([CH3:4])([CH3:3])[CH3:2], predict the reactants needed to synthesize it. (2) Given the product [NH2:44][C:45]1[CH:50]=[C:49]([C:4]2[CH:5]=[CH:6][C:7]([CH3:8])=[C:2]([CH3:1])[CH:3]=2)[N:48]=[C:47]([C:52]([O:54][CH3:55])=[O:53])[C:46]=1[Cl:56], predict the reactants needed to synthesize it. The reactants are: [CH3:1][C:2]1[CH:3]=[C:4](B(O)O)[CH:5]=[CH:6][C:7]=1[CH3:8].[F-].[Cs+].C1(P(C2C=CC=CC=2)CCCCP(C2C=CC=CC=2)C2C=CC=CC=2)C=CC=CC=1.[NH2:44][C:45]1[CH:50]=[C:49](Cl)[N:48]=[C:47]([C:52]([O:54][CH3:55])=[O:53])[C:46]=1[Cl:56]. (3) The reactants are: [Si]([O:8][C:9]1[CH:10]=[CH:11][C:12]([CH2:15][C:16]([O:18][CH3:19])=[O:17])=[N:13][CH:14]=1)(C(C)(C)C)(C)C.CCCC[N+](CCCC)(CCCC)CCCC.[F-]. Given the product [OH:8][C:9]1[CH:10]=[CH:11][C:12]([CH2:15][C:16]([O:18][CH3:19])=[O:17])=[N:13][CH:14]=1, predict the reactants needed to synthesize it.